This data is from HIV replication inhibition screening data with 41,000+ compounds from the AIDS Antiviral Screen. The task is: Binary Classification. Given a drug SMILES string, predict its activity (active/inactive) in a high-throughput screening assay against a specified biological target. (1) The molecule is C1=CC2C=Cc3[nH]c4ccccc4c3CCN(C1)C2. The result is 0 (inactive). (2) The drug is CC(=O)Oc1cccc2c(C=NNC(N)=S)ncc(C)c12. The result is 0 (inactive). (3) The compound is O=C1Sc2ccccc2C(=O)N2CS(=O)CC12. The result is 0 (inactive). (4) The result is 0 (inactive). The molecule is CNC(SC)=C1C(=O)OC(C)(C)OC1=O. (5) The molecule is O=Nc1c(-c2ccc(Cl)cc2)nc2ncccn12. The result is 0 (inactive). (6) The compound is CN(C)c1ccc2nc(C(=O)O)c(=O)n(C)c2c1. The result is 0 (inactive). (7) The molecule is C#CN1C(=O)c2c(c(-c3ccccc3)c(-c3ccc(Oc4ccc(-c5c(-c6ccccc6)c6c(c(-c7ccccc7)c5-c5ccccc5)C(=O)N(C#C)C6=O)cc4)cc3)c(-c3ccccc3)c2-c2ccccc2)C1=O. The result is 0 (inactive). (8) The compound is ClC(Cl)=C1C(=C(Cl)Cl)C(Cl)(Cl)C1(Cl)Cl. The result is 0 (inactive). (9) The molecule is COC(C)(C)CC=CC(C)=CC=CC(C)=CC=CC(C)=CC=CC=C(C)C=CC=C(C)C=CC=C(C)C=CCC(C)(C)OC. The result is 0 (inactive).